From a dataset of Full USPTO retrosynthesis dataset with 1.9M reactions from patents (1976-2016). Predict the reactants needed to synthesize the given product. (1) Given the product [CH2:1]([O:3][C:4]([C:6]1[O:7][C:8]2[CH:14]=[C:13]([O:15][CH2:19][C:20]#[C:21][CH3:22])[CH:12]=[CH:11][C:9]=2[CH:10]=1)=[O:5])[CH3:2], predict the reactants needed to synthesize it. The reactants are: [CH2:1]([O:3][C:4]([C:6]1[O:7][C:8]2[CH:14]=[C:13]([OH:15])[CH:12]=[CH:11][C:9]=2[CH:10]=1)=[O:5])[CH3:2].[H-].[Na+].Br[CH2:19][C:20]#[C:21][CH3:22].O. (2) Given the product [O:4]([C:2]([O:13][CH2:12][C:11]([O:15][CH2:16][CH3:17])=[O:14])=[O:3])[C:5]1[CH:10]=[CH:9][CH:8]=[CH:7][CH:6]=1, predict the reactants needed to synthesize it. The reactants are: Cl[C:2]([O:4][C:5]1[CH:10]=[CH:9][CH:8]=[CH:7][CH:6]=1)=[O:3].[C:11]([O:15][CH2:16][CH3:17])(=[O:14])[CH2:12][OH:13].C(N(CC)CC)C. (3) Given the product [OH:19][CH:18]([C:7]1[C:6]2[C:10](=[CH:11][C:3]([O:2][CH3:1])=[CH:4][CH:5]=2)[NH:9][C:8]=1[C:12]1[CH:13]=[N:14][CH:15]=[N:16][CH:17]=1)[C:20]1[N:25]=[C:24]([C:26]([O:28][CH3:29])=[O:27])[CH:23]=[CH:22][CH:21]=1, predict the reactants needed to synthesize it. The reactants are: [CH3:1][O:2][C:3]1[CH:11]=[C:10]2[C:6]([CH:7]=[C:8]([C:12]3[CH:13]=[N:14][CH:15]=[N:16][CH:17]=3)[NH:9]2)=[CH:5][CH:4]=1.[CH:18]([C:20]1[N:25]=[C:24]([C:26]([O:28][CH3:29])=[O:27])[CH:23]=[CH:22][CH:21]=1)=[O:19].C1CCN2C(=NCCC2)CC1. (4) Given the product [C:1]([O:5][C:6]([N:8]([CH3:55])[C:9]1[CH:10]=[C:11]([F:54])[CH:12]=[C:13]2[C:17]=1[NH:16][C:15]1[N:18]=[C:19]([O:38][C:39]3[CH:44]=[C:43]([CH:42]=[C:41]([C:52]#[N:53])[CH:40]=3)[O:45][CH2:46][C:47]([O:49][CH2:50][CH3:51])=[O:48])[N:20]=[C:21]([N:66]3[CH2:67][CH:64]([CH2:63][NH:62][C:61]([O:60][C:56]([CH3:59])([CH3:58])[CH3:57])=[O:68])[CH2:65]3)[C:14]2=1)=[O:7])([CH3:2])([CH3:3])[CH3:4], predict the reactants needed to synthesize it. The reactants are: [C:1]([O:5][C:6]([N:8]([CH3:55])[C:9]1[CH:10]=[C:11]([F:54])[CH:12]=[C:13]2[C:17]=1[NH:16][C:15]1[N:18]=[C:19]([O:38][C:39]3[CH:40]=[C:41]([C:52]#[N:53])[CH:42]=[C:43]([O:45][CH2:46][C:47]([O:49][CH2:50][CH3:51])=[O:48])[CH:44]=3)[N:20]=[C:21](OC3C=C(C#N)C=C(OCC(OCC)=O)C=3)[C:14]2=1)=[O:7])([CH3:4])([CH3:3])[CH3:2].[C:56]([O:60][C:61](=[O:68])[NH:62][CH2:63][CH:64]1[CH2:67][NH:66][CH2:65]1)([CH3:59])([CH3:58])[CH3:57].